From a dataset of Full USPTO retrosynthesis dataset with 1.9M reactions from patents (1976-2016). Predict the reactants needed to synthesize the given product. (1) Given the product [CH2:19]([O:18][C:16](=[O:17])[C:2]#[C:1][C:3]1[CH:8]=[CH:7][CH:6]=[C:5]([CH3:9])[N:4]=1)[CH3:20], predict the reactants needed to synthesize it. The reactants are: [C:1]([C:3]1[CH:8]=[CH:7][CH:6]=[C:5]([CH3:9])[N:4]=1)#[CH:2].C([Li])CCC.Cl[C:16]([O:18][CH2:19][CH3:20])=[O:17]. (2) The reactants are: C(N(CC)CC)C.Cl.[F:9][C:10]1([F:16])[CH2:15][CH2:14][CH2:13][NH:12][CH2:11]1.Br[CH2:18][C:19]([O:21]CC1C=CC=CC=1)=[O:20]. Given the product [F:9][C:10]1([F:16])[CH2:15][CH2:14][CH2:13][N:12]([CH2:18][C:19]([OH:21])=[O:20])[CH2:11]1, predict the reactants needed to synthesize it. (3) Given the product [ClH:13].[CH3:61][O:60][C:55]1[CH:56]=[CH:57][CH:58]=[CH:59][C:54]=1[CH2:53][O:52][C:37]1[CH:38]=[C:39]([NH:41][CH2:42][CH2:43][C:44]2[CH:49]=[CH:48][C:47]([O:50][CH3:51])=[CH:46][CH:45]=2)[N:40]=[C:35]([OH:34])[N:36]=1, predict the reactants needed to synthesize it. The reactants are: COC1C=CC=CC=1CO.[H-].[Na+].[Cl:13]C1N=C(OC)N=C(NCCC2C=CC(OC)=CC=2)C=1.C[O:34][C:35]1[N:40]=[C:39]([NH:41][CH2:42][CH2:43][C:44]2[CH:49]=[CH:48][C:47]([O:50][CH3:51])=[CH:46][CH:45]=2)[CH:38]=[C:37]([O:52][CH2:53][C:54]2[CH:59]=[CH:58][CH:57]=[CH:56][C:55]=2[O:60][CH3:61])[N:36]=1.COC1C=CC=CC=1COC1N=C(NCCC2C=CC(OC)=CC=2)C=C(OCC2C=CC=CC=2OC)N=1.Cl. (4) Given the product [O:2]=[C:3]1[NH:8][CH:7]=[C:6]([CH:9]=[O:10])[CH:5]=[CH:4]1, predict the reactants needed to synthesize it. The reactants are: C[O:2][C:3]1[N:8]=[CH:7][C:6]([CH:9]=[O:10])=[CH:5][CH:4]=1. (5) Given the product [O:10]1[CH:11]=[CH:12][C:8]([NH:7][CH2:5][C@@H:17]2[O:21][C:20](=[O:22])[N:19]([C:23]3[CH:28]=[CH:27][C:26]([N:29]4[CH2:34][CH2:33][O:32][CH2:31][CH2:30]4)=[C:25]([F:35])[CH:24]=3)[CH2:18]2)=[N:9]1, predict the reactants needed to synthesize it. The reactants are: ClC(Cl)(Cl)CO[C:5]([NH:7][C:8]1[CH:12]=[CH:11][O:10][N:9]=1)=O.OC[C@@H:17]1[O:21][C:20](=[O:22])[N:19]([C:23]2[CH:28]=[CH:27][C:26]([N:29]3[CH2:34][CH2:33][O:32][CH2:31][CH2:30]3)=[C:25]([F:35])[CH:24]=2)[CH2:18]1.C(P(CCCC)CCCC)CCC.N(C(N1CCCCC1)=O)=NC(N1CCCCC1)=O. (6) Given the product [C:13]1([C:19]2([CH2:25][O:26][C:2]3[CH:11]=[C:10]4[C:5]([C:6](=[O:12])[NH:7][CH:8]=[N:9]4)=[CH:4][CH:3]=3)[CH2:20][CH2:21][NH:22][CH2:23][CH2:24]2)[CH:14]=[CH:15][CH:16]=[CH:17][CH:18]=1, predict the reactants needed to synthesize it. The reactants are: F[C:2]1[CH:11]=[C:10]2[C:5]([C:6](=[O:12])[NH:7][CH:8]=[N:9]2)=[CH:4][CH:3]=1.[C:13]1([C:19]2([CH2:25][OH:26])[CH2:24][CH2:23][NH:22][CH2:21][CH2:20]2)[CH:18]=[CH:17][CH:16]=[CH:15][CH:14]=1.C(OCC)(=O)C.[OH-].[K+]. (7) The reactants are: Cl[C:2]1[CH:3]=[CH:4][C:5]2[N:11]3[CH2:12][C@H:8]([CH2:9][CH2:10]3)[N:7]([C:13]([NH:15][C:16]3[CH:21]=[N:20][CH:19]=[CH:18][N:17]=3)=[O:14])[C:6]=2[N:22]=1.[CH3:23][N:24]1[C:28](B2OC(C)(C)C(C)(C)O2)=[CH:27][C:26]([C:38]([F:41])([F:40])[F:39])=[N:25]1.[O-]P([O-])([O-])=O.[K+].[K+].[K+].CC(C1C=C(C(C)C)C(C2C=CC=CC=2P(C2CCCCC2)C2CCCCC2)=C(C(C)C)C=1)C. Given the product [CH3:23][N:24]1[C:28]([C:2]2[CH:3]=[CH:4][C:5]3[N:11]4[CH2:12][C@H:8]([CH2:9][CH2:10]4)[N:7]([C:13]([NH:15][C:16]4[CH:21]=[N:20][CH:19]=[CH:18][N:17]=4)=[O:14])[C:6]=3[N:22]=2)=[CH:27][C:26]([C:38]([F:41])([F:40])[F:39])=[N:25]1, predict the reactants needed to synthesize it.